This data is from Forward reaction prediction with 1.9M reactions from USPTO patents (1976-2016). The task is: Predict the product of the given reaction. (1) Given the reactants [N:1]([CH2:4][CH2:5][CH2:6][OH:7])=[N+:2]=[N-:3].C(N(CC)CC)C.[S:15](Cl)([C:18]1[CH:24]=[CH:23][C:21]([CH3:22])=[CH:20][CH:19]=1)(=[O:17])=[O:16], predict the reaction product. The product is: [C:21]1([CH3:22])[CH:23]=[CH:24][C:18]([S:15]([O:7][CH2:6][CH2:5][CH2:4][N:1]=[N+:2]=[N-:3])(=[O:17])=[O:16])=[CH:19][CH:20]=1. (2) Given the reactants C(N1CCO[C@H]([C@@H](O)C2C=CC=CC=2)C1=O)C1C=CC=CC=1.Cl.[CH2:24]([C:26]1[CH:31]=[CH:30][CH:29]=[CH:28][C:27]=1[S:32][C@H:33]([C:40]1[CH:45]=[CH:44][CH:43]=[CH:42][CH:41]=1)[C@@H:34]1[O:39][CH2:38][CH2:37][NH:36][CH2:35]1)[CH3:25].C(C1C=CC=CC=1S[C@@H](C1C=CC=CC=1)[C@H]1OCCN(CC2C=CC=CC=2)C1)C.C(C1C=CC=CC=1S[C@H](C1C=CC=CC=1)[C@@H]1OCCN(CC2C=CC=CC=2)C1)C, predict the reaction product. The product is: [CH2:24]([C:26]1[CH:31]=[CH:30][CH:29]=[CH:28][C:27]=1[S:32][C@H:33]([C:40]1[CH:45]=[CH:44][CH:43]=[CH:42][CH:41]=1)[C@@H:34]1[O:39][CH2:38][CH2:37][NH:36][CH2:35]1)[CH3:25]. (3) The product is: [CH3:20][C:19]([C:16]1[CH:15]=[CH:14][C:13]([N:9]2[N:8]=[CH:7][C:6]3[C:11](=[C:2]([NH:1][CH2:32][C:25]4[C:26]5[C:27](=[N:28][CH:29]=[CH:30][CH:31]=5)[NH:23][CH:24]=4)[CH:3]=[CH:4][CH:5]=3)[C:10]2=[O:12])=[CH:18][CH:17]=1)([CH3:22])[CH3:21]. Given the reactants [NH2:1][C:2]1[CH:3]=[CH:4][CH:5]=[C:6]2[C:11]=1[C:10](=[O:12])[N:9]([C:13]1[CH:18]=[CH:17][C:16]([C:19]([CH3:22])([CH3:21])[CH3:20])=[CH:15][CH:14]=1)[N:8]=[CH:7]2.[NH:23]1[C:27]2=[N:28][CH:29]=[CH:30][CH:31]=[C:26]2[C:25]([CH:32]=O)=[CH:24]1.[BH-](OC(C)=O)(OC(C)=O)OC(C)=O.[Na+], predict the reaction product.